This data is from Experimentally validated miRNA-target interactions with 360,000+ pairs, plus equal number of negative samples. The task is: Binary Classification. Given a miRNA mature sequence and a target amino acid sequence, predict their likelihood of interaction. The miRNA is hsa-miR-323b-5p with sequence AGGUUGUCCGUGGUGAGUUCGCA. The protein sequence of the target gene is MEDPAAPGTGGPPANGNGNGGGKGKQAAPKGREAFRSQRRESEGSVDCPTLEFEYGDADGHAAELSELYSYTENLEFTNNRRCFEEDFKTQVQGKEWLELEEDAQKAYIMGLLDRLEVVSRERRLKVARAVLYLAQGTFGECDSEVDVLHWSRYNCFLLYQMGTFSTFLELLHMEIDNSQACSSALRKPAVSIADSTELRVLLSVMYLMVENIRLERETDPCGWRTARETFRTELSFSMHNEEPFALLLFSMVTKFCSGLAPHFPIKKVLLLLWKVVMFTLGGFEHLQTLKVQKRAELGL.... Result: 1 (interaction).